This data is from Catalyst prediction with 721,799 reactions and 888 catalyst types from USPTO. The task is: Predict which catalyst facilitates the given reaction. (1) Reactant: [CH2:1]([C:4]1[C:5]([O:9][CH2:10][CH2:11][CH2:12][C:13]2[C:14]([CH2:28][CH2:29][CH3:30])=[N:15][N:16]([C:18]3[CH:23]=[CH:22][C:21]([C:24]([F:27])([F:26])[F:25])=[CH:20][N:19]=3)[CH:17]=2)=[N:6][NH:7][CH:8]=1)[CH2:2][CH3:3].[H-].[Na+].[C:33]([O:36]CBr)(=[O:35])[CH3:34].O. Product: [CH2:1]([C:4]1[C:5]([O:9][CH2:10][CH2:11][CH2:12][C:13]2[C:14]([CH2:28][CH2:29][CH3:30])=[N:15][N:16]([C:18]3[CH:23]=[CH:22][C:21]([C:24]([F:26])([F:25])[F:27])=[CH:20][N:19]=3)[CH:17]=2)=[N:6][N:7]([CH2:34][C:33]([OH:36])=[O:35])[CH:8]=1)[CH2:2][CH3:3]. The catalyst class is: 9. (2) Reactant: [Li+].[OH-].C[O:4][C:5](=[O:18])[C:6]1[CH:11]=[CH:10][C:9]([N:12]2[CH2:17][CH2:16][O:15][CH2:14][CH2:13]2)=[CH:8][CH:7]=1.O.Cl. Product: [N:12]1([C:9]2[CH:8]=[CH:7][C:6]([C:5]([OH:18])=[O:4])=[CH:11][CH:10]=2)[CH2:13][CH2:14][O:15][CH2:16][CH2:17]1. The catalyst class is: 20.